Dataset: Catalyst prediction with 721,799 reactions and 888 catalyst types from USPTO. Task: Predict which catalyst facilitates the given reaction. (1) Reactant: [NH2:1][CH2:2][C@@H:3]([OH:6])[CH2:4][OH:5].[CH3:7][C:8]1[CH:9]=[C:10]([C:25]2[S:29][C:28]([C:30](O)=[O:31])=[N:27][CH:26]=2)[CH:11]=[C:12]([NH:14][C:15]2[N:20]=[C:19]([C:21]([F:24])([F:23])[F:22])[CH:18]=[CH:17][N:16]=2)[CH:13]=1.C(N(CC)CC)C.F[P-](F)(F)(F)(F)F.N1(O[P+](N2CCCC2)(N2CCCC2)N2CCCC2)C2C=CC=CC=2N=N1. Product: [OH:6][C@@H:3]([CH2:4][OH:5])[CH2:2][NH:1][C:30]([C:28]1[S:29][C:25]([C:10]2[CH:11]=[C:12]([NH:14][C:15]3[N:20]=[C:19]([C:21]([F:24])([F:22])[F:23])[CH:18]=[CH:17][N:16]=3)[CH:13]=[C:8]([CH3:7])[CH:9]=2)=[CH:26][N:27]=1)=[O:31]. The catalyst class is: 35. (2) Reactant: [C:1]([C:5]1[C:6]([Cl:32])=[C:7]([C:11]2[NH:15][C:14]3[C:16]([C:28]([F:31])([F:30])[F:29])=[CH:17][C:18]([C:20]4[C:25]([F:26])=[CH:24][CH:23]=[CH:22][C:21]=4[F:27])=[CH:19][C:13]=3[N:12]=2)[N:8]([CH3:10])[N:9]=1)([CH3:4])([CH3:3])[CH3:2].Cl. Product: [ClH:32].[C:1]([C:5]1[C:6]([Cl:32])=[C:7]([C:11]2[NH:15][C:14]3[C:16]([C:28]([F:31])([F:30])[F:29])=[CH:17][C:18]([C:20]4[C:21]([F:27])=[CH:22][CH:23]=[CH:24][C:25]=4[F:26])=[CH:19][C:13]=3[N:12]=2)[N:8]([CH3:10])[N:9]=1)([CH3:4])([CH3:2])[CH3:3]. The catalyst class is: 100. (3) Reactant: [P:1]([Cl:5])(Cl)([Cl:3])=[O:2].[CH3:6][C:7]1[CH:16]=[CH:15][C:14]2[C:9](=[CH:10][CH:11]=[CH:12][CH:13]=2)[C:8]=1[OH:17].C(N(CC)CC)C. Product: [P:1]([Cl:5])([Cl:3])(=[O:2])[O:17][C:8]1[C:9]2[C:14](=[CH:13][CH:12]=[CH:11][CH:10]=2)[CH:15]=[CH:16][C:7]=1[CH3:6]. The catalyst class is: 27. (4) Reactant: [CH3:1][N:2]1[CH:6]=[C:5]([S:7]([N:10]2[CH:14]=[CH:13][C:12](/[CH:15]=[CH:16]/[C:17]([NH:19][O:20]C3CCCCO3)=[O:18])=[CH:11]2)(=[O:9])=[O:8])[N:4]=[C:3]1[CH3:27].Cl. Product: [CH3:1][N:2]1[CH:6]=[C:5]([S:7]([N:10]2[CH:14]=[CH:13][C:12](/[CH:15]=[CH:16]/[C:17]([NH:19][OH:20])=[O:18])=[CH:11]2)(=[O:8])=[O:9])[N:4]=[C:3]1[CH3:27]. The catalyst class is: 5. (5) Reactant: [NH2:1][C:2]12[CH2:10][CH2:9][CH:6]([CH2:7][CH2:8]1)[CH2:5][N:4]1[C:11](=[O:27])[C:12]([OH:26])=[C:13]([C:15]([NH:17][CH2:18][C:19]3[CH:24]=[CH:23][C:22]([F:25])=[CH:21][CH:20]=3)=[O:16])[N:14]=[C:3]21.C(N(CC)CC)C.[C:35](Cl)(=[O:37])[CH3:36].CNC.CO. Product: [C:35]([NH:1][C:2]12[CH2:8][CH2:7][CH:6]([CH2:9][CH2:10]1)[CH2:5][N:4]1[C:11](=[O:27])[C:12]([OH:26])=[C:13]([C:15]([NH:17][CH2:18][C:19]3[CH:20]=[CH:21][C:22]([F:25])=[CH:23][CH:24]=3)=[O:16])[N:14]=[C:3]21)(=[O:37])[CH3:36]. The catalyst class is: 61. (6) Reactant: [NH2:1][C:2]1[C:7]([CH:8]=[CH2:9])=[C:6]([C:10]([O:12][CH3:13])=[O:11])[N:5]=[C:4]([C:14]2[CH:19]=[CH:18][C:17]([Cl:20])=[C:16]([N:21]([CH3:23])[CH3:22])[C:15]=2[F:24])[N:3]=1.[CH2:25](O)C. Product: [NH2:1][C:2]1[C:7]([CH:8]=[CH2:9])=[C:6]([C:10]([O:12][CH2:13][CH3:25])=[O:11])[N:5]=[C:4]([C:14]2[CH:19]=[CH:18][C:17]([Cl:20])=[C:16]([N:21]([CH3:22])[CH3:23])[C:15]=2[F:24])[N:3]=1. The catalyst class is: 11. (7) The catalyst class is: 321. Product: [OH:1][C@H:2]([C@H:10]1[O:15][CH2:14][CH2:13][N:12]([C:18]2[CH:22]=[CH:21][N:20]([C:23]3[CH:24]=[C:25]([C:29]([F:32])([F:30])[F:31])[N:26]=[N:27][CH:28]=3)[N:19]=2)[C:11]1=[O:16])[C:3]([O:5][C:6]([CH3:9])([CH3:7])[CH3:8])=[O:4]. Reactant: [OH:1][C@H:2]([C@H:10]1[O:15][CH2:14][CH2:13][NH:12][C:11]1=[O:16])[C:3]([O:5][C:6]([CH3:9])([CH3:8])[CH3:7])=[O:4].I[C:18]1[CH:22]=[CH:21][N:20]([C:23]2[CH:24]=[C:25]([C:29]([F:32])([F:31])[F:30])[N:26]=[N:27][CH:28]=2)[N:19]=1.P([O-])([O-])([O-])=O.[K+].[K+].[K+].CN[C@@H]1CCCC[C@H]1NC. (8) Reactant: C[O:2][C:3](=[O:25])[C:4]1[CH:16]=[C:15]([C:17]([C:19]2[CH:20]=[N:21][CH:22]=[CH:23][CH:24]=2)=[O:18])[CH:14]=[C:6]([C:7]([N:9]([CH3:13])[CH2:10][CH2:11][CH3:12])=[O:8])[CH:5]=1.[OH-].[Na+]. Product: [CH3:13][N:9]([CH2:10][CH2:11][CH3:12])[C:7](=[O:8])[C:6]1[CH:5]=[C:4]([CH:16]=[C:15]([C:17]([C:19]2[CH:20]=[N:21][CH:22]=[CH:23][CH:24]=2)=[O:18])[CH:14]=1)[C:3]([OH:25])=[O:2]. The catalyst class is: 92. (9) Reactant: C(OC(=O)[NH:10][C@H:11]1[CH2:16][CH2:15][CH2:14][N:13]([CH:17]2[CH2:22][CH2:21][N:20]([C:23]3[N:28]=[CH:27][C:26]([CH2:29][CH3:30])=[CH:25][N:24]=3)[CH2:19][CH2:18]2)[C:12]1=[O:31])C1C=CC=CC=1. Product: [NH2:10][C@H:11]1[CH2:16][CH2:15][CH2:14][N:13]([CH:17]2[CH2:22][CH2:21][N:20]([C:23]3[N:28]=[CH:27][C:26]([CH2:29][CH3:30])=[CH:25][N:24]=3)[CH2:19][CH2:18]2)[C:12]1=[O:31]. The catalyst class is: 19.